Dataset: Forward reaction prediction with 1.9M reactions from USPTO patents (1976-2016). Task: Predict the product of the given reaction. (1) The product is: [F:26][C:21]1[CH:20]=[C:19]([CH:24]=[C:23]([F:25])[CH:22]=1)[CH2:18][N:14]1[CH:15]=[CH:16][CH:17]=[C:12]([C:10]([NH:9][C@@H:5]([CH2:4][CH2:3][CH2:2][NH:1][C:39](=[NH:44])[CH3:40])[C:6]([OH:8])=[O:7])=[O:11])[C:13]1=[O:27].[C:28]([OH:34])([C:30]([F:33])([F:32])[F:31])=[O:29]. Given the reactants [NH2:1][CH2:2][CH2:3][CH2:4][C@H:5]([NH:9][C:10]([C:12]1[C:13](=[O:27])[N:14]([CH2:18][C:19]2[CH:24]=[C:23]([F:25])[CH:22]=[C:21]([F:26])[CH:20]=2)[CH:15]=[CH:16][CH:17]=1)=[O:11])[C:6]([OH:8])=[O:7].[C:28]([OH:34])([C:30]([F:33])([F:32])[F:31])=[O:29].C(O)C.Cl.[C:39](=[NH:44])(OCC)[CH3:40], predict the reaction product. (2) Given the reactants [C:1]([NH:6][C:7]1[CH:15]=[CH:14][C:13]([Cl:16])=[CH:12][C:8]=1[C:9]([NH2:11])=[O:10])(=O)[CH2:2][CH2:3][CH3:4].[OH-].[Na+].Cl, predict the reaction product. The product is: [Cl:16][C:13]1[CH:12]=[C:8]2[C:7](=[CH:15][CH:14]=1)[N:6]=[C:1]([CH2:2][CH2:3][CH3:4])[N:11]=[C:9]2[OH:10]. (3) Given the reactants C(OC([N:8]([CH2:17][C:18]1[C:22]([CH3:23])=[C:21]([C:24]2[CH:29]=[CH:28][N:27]=[CH:26][CH:25]=2)[S:20][C:19]=1[C:30]1[CH:35]=[CH:34][N:33]=[CH:32][CH:31]=1)[O:9]C(OC(C)(C)C)=O)=O)(C)(C)C.FC(F)(F)C(O)=O.C([O-])(O)=O.[Na+].C(Cl)[Cl:49], predict the reaction product. The product is: [ClH:49].[ClH:49].[ClH:49].[N:33]1[CH:34]=[CH:35][C:30]([C:19]2[S:20][C:21]([C:24]3[CH:25]=[CH:26][N:27]=[CH:28][CH:29]=3)=[C:22]([CH3:23])[C:18]=2[CH2:17][NH:8][OH:9])=[CH:31][CH:32]=1. (4) Given the reactants [CH2:1]([C:5]1[N:6]=[C:7]([CH3:27])[NH:8][C:9](=[O:26])[C:10]=1[CH2:11][C:12]1[CH:17]=[CH:16][C:15]([C:18]2[C:19]([C:24]#[N:25])=[CH:20][CH:21]=[CH:22][CH:23]=2)=[CH:14][CH:13]=1)[CH2:2][CH2:3][CH3:4].[H-].[Na+].CN(C)C=O.Br[CH2:36][C:37]([C:39]1[CH:44]=[CH:43][CH:42]=[CH:41][CH:40]=1)=[O:38], predict the reaction product. The product is: [CH2:1]([C:5]1[N:6]=[C:7]([CH3:27])[N:8]([CH2:36][C:37](=[O:38])[C:39]2[CH:44]=[CH:43][CH:42]=[CH:41][CH:40]=2)[C:9](=[O:26])[C:10]=1[CH2:11][C:12]1[CH:17]=[CH:16][C:15]([C:18]2[C:19]([C:24]#[N:25])=[CH:20][CH:21]=[CH:22][CH:23]=2)=[CH:14][CH:13]=1)[CH2:2][CH2:3][CH3:4]. (5) Given the reactants [NH2:1][C:2]1[N:7]=[C:6]([C:8]([NH:10][C:11]([CH3:15])([CH3:14])[CH2:12]O)=[O:9])[CH:5]=[CH:4][CH:3]=1.O=S(Cl)[Cl:18], predict the reaction product. The product is: [NH2:1][C:2]1[N:7]=[C:6]([C:8]([NH:10][C:11]([CH3:15])([CH3:14])[CH2:12][Cl:18])=[O:9])[CH:5]=[CH:4][CH:3]=1. (6) Given the reactants [NH2:1][C:2]1[CH2:29][O:28][CH2:27][C@:4]2([C:17]3[CH:16]=[C:15]([C:18]#[C:19][C:20]4([CH3:24])[CH2:23][O:22][CH2:21]4)[CH:14]=[C:13]([F:25])[C:12]=3[O:11][C:10]3[C:5]2=[CH:6][C:7]([OH:26])=[CH:8][CH:9]=3)[N:3]=1.[CH3:30][C:31]([O:34][C:35](O[C:35]([O:34][C:31]([CH3:33])([CH3:32])[CH3:30])=[O:36])=[O:36])([CH3:33])[CH3:32].C(N(CC)CC)C, predict the reaction product. The product is: [F:25][C:13]1[C:12]2[O:11][C:10]3[C:5](=[CH:6][C:7]([OH:26])=[CH:8][CH:9]=3)[C@:4]3([N:3]=[C:2]([NH:1][C:35](=[O:36])[O:34][C:31]([CH3:33])([CH3:32])[CH3:30])[CH2:29][O:28][CH2:27]3)[C:17]=2[CH:16]=[C:15]([C:18]#[C:19][C:20]2([CH3:24])[CH2:21][O:22][CH2:23]2)[CH:14]=1.